Dataset: Forward reaction prediction with 1.9M reactions from USPTO patents (1976-2016). Task: Predict the product of the given reaction. (1) Given the reactants [CH2:1]([O:3][C:4]1[CH:5]=[CH:6][C:7]([N+:16]([O-])=O)=[C:8]([CH2:10][C:11](OCC)=[O:12])[CH:9]=1)[CH3:2], predict the reaction product. The product is: [CH2:1]([O:3][C:4]1[CH:9]=[C:8]2[C:7](=[CH:6][CH:5]=1)[NH:16][C:11](=[O:12])[CH2:10]2)[CH3:2]. (2) The product is: [N+:1]([C:4]1[N:5]=[CH:6][N:7]([CH2:10][CH2:11][C:12]2[CH:17]=[CH:16][CH:15]=[CH:14][CH:13]=2)[CH:8]=1)([O-:3])=[O:2]. Given the reactants [N+:1]([C:4]1[N:5]=[CH:6][NH:7][CH:8]=1)([O-:3])=[O:2].Br[CH2:10][CH2:11][C:12]1[CH:17]=[CH:16][CH:15]=[CH:14][CH:13]=1.CN1C=C([N+]([O-])=O)N=C1, predict the reaction product. (3) Given the reactants [C:1]([O:5][C:6]([N:8]1[CH2:13][CH2:12][N:11]([C:14]2[C:19]([N+:20]([O-])=O)=[C:18]([NH:23][CH2:24][C:25]([O:27][CH2:28][CH3:29])=[O:26])[N:17]=[CH:16][N:15]=2)[CH2:10][CH2:9]1)=[O:7])([CH3:4])([CH3:3])[CH3:2], predict the reaction product. The product is: [C:1]([O:5][C:6]([N:8]1[CH2:9][CH2:10][N:11]([C:14]2[C:19]([NH2:20])=[C:18]([NH:23][CH2:24][C:25]([O:27][CH2:28][CH3:29])=[O:26])[N:17]=[CH:16][N:15]=2)[CH2:12][CH2:13]1)=[O:7])([CH3:4])([CH3:3])[CH3:2].